This data is from Reaction yield outcomes from USPTO patents with 853,638 reactions. The task is: Predict the reaction yield, written as a fraction of the theoretical maximum amount of product (1.0 means a 100% yield; for example, 0.34 means a 34% yield). (1) The reactants are F[C:2]1[CH:7]=[CH:6][CH:5]=[CH:4][C:3]=1[N+:8]([O-:10])=[O:9].[C:11]1([N:17]2[C:21](=[O:22])[CH2:20][CH:19]=[N:18]2)[CH:16]=[CH:15][CH:14]=[CH:13][CH:12]=1.C(=O)([O-])[O-].[K+].[K+].O. The catalyst is CN(C=O)C.C(OCC)(=O)C. The product is [N+:8]([C:3]1[CH:4]=[CH:5][CH:6]=[CH:7][C:2]=1[O:22][C:21]1[N:17]([C:11]2[CH:16]=[CH:15][CH:14]=[CH:13][CH:12]=2)[N:18]=[CH:19][CH:20]=1)([O-:10])=[O:9]. The yield is 0.260. (2) The reactants are [CH:1]([C:3]1[C:4]([CH3:25])=[N:5][N:6]([CH3:24])[C:7]=1[C:8]1[C:16]2[C:11](=[CH:12][CH:13]=[CH:14][CH:15]=2)[N:10](C(OC(C)(C)C)=O)[CH:9]=1)=[O:2].ClC1N(C)N=C(C)C=1C=O. The catalyst is C(OCC)(=O)C.Cl.C(OCC)(=O)C. The product is [NH:10]1[C:11]2[C:16](=[CH:15][CH:14]=[CH:13][CH:12]=2)[C:8]([C:7]2[N:6]([CH3:24])[N:5]=[C:4]([CH3:25])[C:3]=2[CH:1]=[O:2])=[CH:9]1. The yield is 0.540. (3) The catalyst is CCOC(C)=O.CN(C1C=CN=CC=1)C. The reactants are ClC(Cl)(O[C:5](=[O:11])OC(Cl)(Cl)Cl)Cl.[CH2:13]([C:16]1([CH2:34][CH:35]=[CH2:36])[C:32](=[O:33])[N:19]2[CH2:20][CH2:21][NH:22][C@@H:23]([C:24]3[CH:29]=[CH:28][C:27]([F:30])=[CH:26][C:25]=3[CH3:31])[C@@H:18]2[CH2:17]1)[CH:14]=[CH2:15].[CH2:37]([C:39]1[CH:40]=[C:41]([CH:49]([NH:51][CH3:52])[CH3:50])[CH:42]=[C:43]([C:45]([F:48])([F:47])[F:46])[CH:44]=1)[CH3:38]. The product is [CH2:34]([C:16]1([CH2:13][CH:14]=[CH2:15])[C:32](=[O:33])[N:19]2[CH2:20][CH2:21][N:22]([C:5]([N:51]([C@@H:49]([C:41]3[CH:42]=[C:43]([C:45]([F:46])([F:47])[F:48])[CH:44]=[C:39]([CH2:37][CH3:38])[CH:40]=3)[CH3:50])[CH3:52])=[O:11])[C@@H:23]([C:24]3[CH:29]=[CH:28][C:27]([F:30])=[CH:26][C:25]=3[CH3:31])[C@@H:18]2[CH2:17]1)[CH:35]=[CH2:36]. The yield is 0.390. (4) The reactants are [NH2:1][C:2]1[CH:3]=[C:4]2[C:20](=[O:21])[NH:19][N:18]=[CH:17][C:6]3=[C:7]([C:11]4[CH:16]=[CH:15][CH:14]=[CH:13][CH:12]=4)[NH:8][C:9]([CH:10]=1)=[C:5]23.[C:22](O)(=[O:29])[C:23]1[CH:28]=[CH:27][CH:26]=[N:25][CH:24]=1.C(N(CC)CC)C.F[P-](F)(F)(F)(F)F.N1(OC(N(C)C)=[N+](C)C)C2N=CC=CC=2N=N1. The catalyst is C(Cl)Cl.CN(C)C=O.CO. The product is [O:21]=[C:20]1[C:4]2[C:5]3[C:6](=[C:7]([C:11]4[CH:12]=[CH:13][CH:14]=[CH:15][CH:16]=4)[NH:8][C:9]=3[CH:10]=[C:2]([NH:1][C:22](=[O:29])[C:23]3[CH:28]=[CH:27][CH:26]=[N:25][CH:24]=3)[CH:3]=2)[CH:17]=[N:18][NH:19]1. The yield is 0.690. (5) The reactants are Br[C:2]1[CH:14]=[CH:13][C:12]2[C:11]3[C:6](=[CH:7][C:8]([Br:15])=[CH:9][CH:10]=3)[C:5]([F:17])([F:16])[C:4]=2[CH:3]=1.C([Sn](CCCC)(CCCC)[C:23]([O:25]CC)=[CH2:24])CCC.C1C(=O)N(Br)C(=O)C1.[N:44]1([C:52]([O:54][C:55]([CH3:58])([CH3:57])[CH3:56])=[O:53])[CH2:51][CH2:50][CH2:49][C@H:45]1[C:46]([OH:48])=[O:47].CCN(C(C)C)C(C)C. The catalyst is O1CCOCC1.C(OCC)(=O)C.CC#N.CN(C=O)C.C1C=CC(P(C2C=CC=CC=2)[C-]2C=CC=C2)=CC=1.C1C=CC(P(C2C=CC=CC=2)[C-]2C=CC=C2)=CC=1.Cl[Pd]Cl.[Fe+2].C1C=CC([P]([Pd]([P](C2C=CC=CC=2)(C2C=CC=CC=2)C2C=CC=CC=2)([P](C2C=CC=CC=2)(C2C=CC=CC=2)C2C=CC=CC=2)[P](C2C=CC=CC=2)(C2C=CC=CC=2)C2C=CC=CC=2)(C2C=CC=CC=2)C2C=CC=CC=2)=CC=1.O. The product is [C:55]([O:54][C:52]([N:44]1[CH2:51][CH2:50][CH2:49][CH:45]1[C:46]([O:48][CH2:24][C:23]([C:2]1[CH:14]=[CH:13][C:12]2[C:11]3[C:6](=[CH:7][C:8]([Br:15])=[CH:9][CH:10]=3)[C:5]([F:17])([F:16])[C:4]=2[CH:3]=1)=[O:25])=[O:47])=[O:53])([CH3:58])([CH3:57])[CH3:56]. The yield is 0.340. (6) The reactants are [NH:1]1[CH:5]=[N:4][C:3]([NH2:6])=[N:2]1.[O:7]1[CH2:12][CH2:11][C:10](=O)[CH2:9][CH2:8]1.C([BH3-])#N.[Na+].O. The catalyst is C(O)(=O)C. The product is [O:7]1[CH2:12][CH2:11][CH:10]([NH:6][C:3]2[NH:4][CH:5]=[N:1][N:2]=2)[CH2:9][CH2:8]1. The yield is 0.100. (7) The reactants are COC(C1C=C(NS(C2C=CC(C)=CC=2)(=O)=O)C2C(=C(OCC3C=CC=CC=3)C=CC=2)N=1)=O.[CH3:34][O:35][C:36]([C:38]1[CH:47]=[C:46]([C:48]#[C:49][C:50]2[CH:55]=[CH:54][CH:53]=[CH:52][CH:51]=2)[C:45]2[C:40](=[C:41]([NH2:56])[CH:42]=[CH:43][CH:44]=2)[N:39]=1)=[O:37]. No catalyst specified. The product is [CH3:34][O:35][C:36]([C:38]1[CH:47]=[C:46]([CH2:48][CH2:49][C:50]2[CH:55]=[CH:54][CH:53]=[CH:52][CH:51]=2)[C:45]2[C:40](=[C:41]([NH2:56])[CH:42]=[CH:43][CH:44]=2)[N:39]=1)=[O:37]. The yield is 0.900. (8) The reactants are C([Si]([O:8][C@H:9]1[CH2:13][CH2:12][C:11]([C:14]([CH3:16])=[CH2:15])=[CH:10]1)(C)C)(C)(C)C.[F-].C([NH3+])(C)(C)C. The catalyst is C1COCC1. The product is [C:14]([C:11]1[CH2:12][CH2:13][C@H:9]([OH:8])[CH:10]=1)([CH3:16])=[CH2:15]. The yield is 0.950. (9) The reactants are [C:1]([C:3]1[CH:18]=[CH:17][CH:16]=[CH:15][C:4]=1[O:5][C:6]1[CH:14]=[CH:13][C:9]([C:10]([OH:12])=O)=[CH:8][CH:7]=1)#[N:2].ON1C2C=CC=CC=2N=N1.C(N(CC)CC)C.[NH2:36][CH2:37][C:38]1[C:39]([OH:46])=[N:40][C:41]([CH3:45])=[CH:42][C:43]=1[CH3:44]. The catalyst is O.ClCCl. The product is [C:1]([C:3]1[CH:18]=[CH:17][CH:16]=[CH:15][C:4]=1[O:5][C:6]1[CH:7]=[CH:8][C:9]([C:10]([NH:36][CH2:37][C:38]2[C:39]([OH:46])=[N:40][C:41]([CH3:45])=[CH:42][C:43]=2[CH3:44])=[O:12])=[CH:13][CH:14]=1)#[N:2]. The yield is 0.510.